From a dataset of NCI-60 drug combinations with 297,098 pairs across 59 cell lines. Regression. Given two drug SMILES strings and cell line genomic features, predict the synergy score measuring deviation from expected non-interaction effect. (1) Drug 1: CC1=C2C(C(=O)C3(C(CC4C(C3C(C(C2(C)C)(CC1OC(=O)C(C(C5=CC=CC=C5)NC(=O)OC(C)(C)C)O)O)OC(=O)C6=CC=CC=C6)(CO4)OC(=O)C)OC)C)OC. Drug 2: C1CCC(C1)C(CC#N)N2C=C(C=N2)C3=C4C=CNC4=NC=N3. Cell line: RPMI-8226. Synergy scores: CSS=56.1, Synergy_ZIP=1.51, Synergy_Bliss=-0.702, Synergy_Loewe=-24.8, Synergy_HSA=-2.01. (2) Drug 1: CS(=O)(=O)C1=CC(=C(C=C1)C(=O)NC2=CC(=C(C=C2)Cl)C3=CC=CC=N3)Cl. Drug 2: C1=CC(=C2C(=C1NCCNCCO)C(=O)C3=C(C=CC(=C3C2=O)O)O)NCCNCCO. Cell line: SF-268. Synergy scores: CSS=52.0, Synergy_ZIP=7.90, Synergy_Bliss=6.90, Synergy_Loewe=-31.6, Synergy_HSA=5.33. (3) Cell line: EKVX. Drug 1: C(CN)CNCCSP(=O)(O)O. Synergy scores: CSS=8.00, Synergy_ZIP=-5.04, Synergy_Bliss=-3.51, Synergy_Loewe=-1.51, Synergy_HSA=-0.594. Drug 2: CC12CCC3C(C1CCC2OP(=O)(O)O)CCC4=C3C=CC(=C4)OC(=O)N(CCCl)CCCl.[Na+]. (4) Drug 1: CC(CN1CC(=O)NC(=O)C1)N2CC(=O)NC(=O)C2. Drug 2: CCCCCOC(=O)NC1=NC(=O)N(C=C1F)C2C(C(C(O2)C)O)O. Cell line: SNB-75. Synergy scores: CSS=3.34, Synergy_ZIP=-1.37, Synergy_Bliss=1.66, Synergy_Loewe=0.927, Synergy_HSA=1.99. (5) Drug 2: CC1C(C(CC(O1)OC2CC(CC3=C2C(=C4C(=C3O)C(=O)C5=CC=CC=C5C4=O)O)(C(=O)C)O)N)O. Cell line: UACC62. Synergy scores: CSS=70.8, Synergy_ZIP=-5.30, Synergy_Bliss=-3.70, Synergy_Loewe=-6.45, Synergy_HSA=3.07. Drug 1: C1=CC(=CC=C1CCC2=CNC3=C2C(=O)NC(=N3)N)C(=O)NC(CCC(=O)O)C(=O)O. (6) Drug 1: CC1=C(C=C(C=C1)C(=O)NC2=CC(=CC(=C2)C(F)(F)F)N3C=C(N=C3)C)NC4=NC=CC(=N4)C5=CN=CC=C5. Drug 2: CC=C1C(=O)NC(C(=O)OC2CC(=O)NC(C(=O)NC(CSSCCC=C2)C(=O)N1)C(C)C)C(C)C. Cell line: NCIH23. Synergy scores: CSS=39.2, Synergy_ZIP=2.10, Synergy_Bliss=2.60, Synergy_Loewe=-52.0, Synergy_HSA=0.741. (7) Drug 1: C1=NC2=C(N1)C(=S)N=C(N2)N. Drug 2: C1C(C(OC1N2C=NC3=C2NC=NCC3O)CO)O. Cell line: PC-3. Synergy scores: CSS=20.1, Synergy_ZIP=-10.2, Synergy_Bliss=-2.60, Synergy_Loewe=-17.0, Synergy_HSA=-2.60. (8) Drug 1: C1=CC(=CC=C1CCC2=CNC3=C2C(=O)NC(=N3)N)C(=O)NC(CCC(=O)O)C(=O)O. Drug 2: CC1CCC2CC(C(=CC=CC=CC(CC(C(=O)C(C(C(=CC(C(=O)CC(OC(=O)C3CCCCN3C(=O)C(=O)C1(O2)O)C(C)CC4CCC(C(C4)OC)OCCO)C)C)O)OC)C)C)C)OC. Cell line: CCRF-CEM. Synergy scores: CSS=52.1, Synergy_ZIP=0.934, Synergy_Bliss=-1.08, Synergy_Loewe=-1.43, Synergy_HSA=2.43. (9) Drug 1: C1=CC(=CC=C1C#N)C(C2=CC=C(C=C2)C#N)N3C=NC=N3. Drug 2: C1=NC(=NC(=O)N1C2C(C(C(O2)CO)O)O)N. Cell line: A498. Synergy scores: CSS=19.3, Synergy_ZIP=-5.13, Synergy_Bliss=8.45, Synergy_Loewe=-0.181, Synergy_HSA=5.69.